Dataset: Peptide-MHC class I binding affinity with 185,985 pairs from IEDB/IMGT. Task: Regression. Given a peptide amino acid sequence and an MHC pseudo amino acid sequence, predict their binding affinity value. This is MHC class I binding data. (1) The peptide sequence is ALMAITKNV. The binding affinity (normalized) is 0.803. The MHC is HLA-A02:01 with pseudo-sequence HLA-A02:01. (2) The peptide sequence is EELREQLSSV. The MHC is Mamu-A11 with pseudo-sequence Mamu-A11. The binding affinity (normalized) is 0.623. (3) The peptide sequence is IVQYENLKY. The MHC is HLA-A30:02 with pseudo-sequence HLA-A30:02. The binding affinity (normalized) is 0.514. (4) The binding affinity (normalized) is 0.624. The peptide sequence is RNSVLSGKK. The MHC is HLA-A31:01 with pseudo-sequence HLA-A31:01. (5) The peptide sequence is RVRIERGPR. The MHC is HLA-B40:01 with pseudo-sequence HLA-B40:01. The binding affinity (normalized) is 0.0847.